This data is from Reaction yield outcomes from USPTO patents with 853,638 reactions. The task is: Predict the reaction yield, written as a fraction of the theoretical maximum amount of product (1.0 means a 100% yield; for example, 0.34 means a 34% yield). (1) The reactants are [N:1]1([C:10]2[S:14][C:13]([C:15]([O:17]C)=[O:16])=[C:12]([NH:19][C:20](=[O:27])[C:21]3[CH:26]=[CH:25][CH:24]=[CH:23][CH:22]=3)[CH:11]=2)[C:5]2[CH:6]=[CH:7][CH:8]=[CH:9][C:4]=2[N:3]=[CH:2]1.[Li+].[OH-].Cl. The catalyst is O1CCOCC1. The product is [N:1]1([C:10]2[S:14][C:13]([C:15]([OH:17])=[O:16])=[C:12]([NH:19][C:20](=[O:27])[C:21]3[CH:22]=[CH:23][CH:24]=[CH:25][CH:26]=3)[CH:11]=2)[C:5]2[CH:6]=[CH:7][CH:8]=[CH:9][C:4]=2[N:3]=[CH:2]1. The yield is 0.360. (2) The catalyst is CN(C=O)C. The product is [N:13]1[CH:14]=[CH:15][CH:16]=[N:17][C:12]=1[O:10][C:7]1[CH:8]=[CH:9][C:4]([CH2:3][CH2:2][OH:1])=[CH:5][CH:6]=1. The yield is 0.920. The reactants are [OH:1][CH2:2][CH2:3][C:4]1[CH:9]=[CH:8][C:7]([OH:10])=[CH:6][CH:5]=1.Cl[C:12]1[N:17]=[CH:16][CH:15]=[CH:14][N:13]=1.C([O-])([O-])=O.[K+].[K+]. (3) The catalyst is C1COCC1. The yield is 0.500. The product is [OH:3][C:1]([C:4]1[CH:5]=[C:6]([O:23][C:24]([F:25])([F:27])[F:26])[CH:7]=[C:8]2[C:13]=1[O:12][CH:11]([C:14]([F:16])([F:17])[F:15])[C:10]([C:18]([O:20][CH2:21][CH3:22])=[O:19])=[CH:9]2)([CH3:28])[CH3:2]. The reactants are [C:1]([C:4]1[CH:5]=[C:6]([O:23][C:24]([F:27])([F:26])[F:25])[CH:7]=[C:8]2[C:13]=1[O:12][CH:11]([C:14]([F:17])([F:16])[F:15])[C:10]([C:18]([O:20][CH2:21][CH3:22])=[O:19])=[CH:9]2)(=[O:3])[CH3:2].[CH3:28][Mg]Br. (4) The reactants are [OH:1][C:2]1[C:7]([C:8]([OH:10])=O)=[CH:6][N:5]=[C:4]([C:11]2[CH:16]=[CH:15][CH:14]=[CH:13][N:12]=2)[N:3]=1.Cl.[NH2:18][CH:19]([C:34]1[CH:39]=[CH:38][C:37]([O:40][CH3:41])=[CH:36][CH:35]=1)[C:20]1[CH:21]=[C:22]([P:26](=[O:33])([O:30][CH2:31][CH3:32])[O:27][CH2:28][CH3:29])[CH:23]=[CH:24][CH:25]=1.CCN(CC)CC. The catalyst is O=S(Cl)Cl.C(Cl)Cl. The product is [OH:1][C:2]1[C:7]([C:8]([NH:18][CH:19]([C:34]2[CH:35]=[CH:36][C:37]([O:40][CH3:41])=[CH:38][CH:39]=2)[C:20]2[CH:21]=[C:22]([P:26](=[O:33])([O:30][CH2:31][CH3:32])[O:27][CH2:28][CH3:29])[CH:23]=[CH:24][CH:25]=2)=[O:10])=[CH:6][N:5]=[C:4]([C:11]2[CH:16]=[CH:15][CH:14]=[CH:13][N:12]=2)[N:3]=1. The yield is 0.784. (5) The reactants are [CH3:1][O:2][C:3]1[CH:8]=[CH:7][C:6]([NH2:9])=[CH:5][C:4]=1[C:10]1[N:11]([CH3:19])[N:12]=[C:13]([C:15]([F:18])([F:17])[F:16])[CH:14]=1.[Cl:20][C:21]1[CH:26]=[CH:25][C:24]([N:27]=[C:28]=[O:29])=[CH:23][CH:22]=1. The catalyst is C(Cl)Cl. The product is [Cl:20][C:21]1[CH:26]=[CH:25][C:24]([NH:27][C:28]([NH:9][C:6]2[CH:7]=[CH:8][C:3]([O:2][CH3:1])=[C:4]([C:10]3[N:11]([CH3:19])[N:12]=[C:13]([C:15]([F:18])([F:16])[F:17])[CH:14]=3)[CH:5]=2)=[O:29])=[CH:23][CH:22]=1. The yield is 0.880. (6) The reactants are [NH2:1][C:2]1[N:6]([C:7]2[CH:12]=[CH:11][CH:10]=[CH:9][C:8]=2O)[N:5]=[C:4]([C:14]([CH3:17])([CH3:16])[CH3:15])[CH:3]=1.C1(P(C2C=CC=CC=2)C2C=CC=CC=2)C=CC=CC=1.O1CCCCC1[O:43][CH2:44][CH2:45][OH:46].CC(OC(/N=N/C(OC(C)C)=O)=O)C. The catalyst is C1COCC1. The product is [NH2:1][C:2]1[N:6]([C:7]2[CH:12]=[C:11]([CH:10]=[CH:9][CH:8]=2)[O:43][CH2:44][CH2:45][OH:46])[N:5]=[C:4]([C:14]([CH3:17])([CH3:16])[CH3:15])[CH:3]=1. The yield is 0.800. (7) The yield is 0.600. The catalyst is CO.O. The product is [OH:3][CH:4]([CH2:16][CH2:17][CH2:18][CH2:19][CH2:20][C:21]([CH3:26])([CH3:25])[C:22]([OH:24])=[O:23])[CH2:5][CH2:6][CH2:7][CH2:8][CH2:9][C:10]([CH3:15])([CH3:14])[C:11]([OH:13])=[O:12]. The reactants are [BH4-].[Na+].[O:3]=[C:4]([CH2:16][CH2:17][CH2:18][CH2:19][CH2:20][C:21]([CH3:26])([CH3:25])[C:22]([OH:24])=[O:23])[CH2:5][CH2:6][CH2:7][CH2:8][CH2:9][C:10]([CH3:15])([CH3:14])[C:11]([OH:13])=[O:12].C(OCC)(=O)C.Cl.